This data is from Reaction yield outcomes from USPTO patents with 853,638 reactions. The task is: Predict the reaction yield, written as a fraction of the theoretical maximum amount of product (1.0 means a 100% yield; for example, 0.34 means a 34% yield). The reactants are [CH2:1]([O:3][C:4](=[O:46])[CH2:5][NH:6][C:7]([C:9]1[C:14]([O:15]CC2C=CC=CC=2)=[C:13]([CH3:23])[N:12]=[C:11]([CH2:24][CH:25]2[CH2:30][CH2:29][N:28]([C:31]3[CH:36]=[CH:35][C:34]([C:37]4[CH:42]=[CH:41][C:40]([CH2:43][OH:44])=[CH:39][CH:38]=4)=[C:33]([Cl:45])[CH:32]=3)[CH2:27][CH2:26]2)[N:10]=1)=[O:8])[CH3:2].[F:47][C:48]([F:53])([F:52])[C:49](O)=[O:50].C(=O)([O-])O.[Na+]. The catalyst is ClCCl. The product is [Cl:45][C:33]1[CH:32]=[C:31]([N:28]2[CH2:29][CH2:30][CH:25]([CH2:24][C:11]3[N:10]=[C:9]([C:7]([NH:6][CH2:5][C:4]([O:3][CH2:1][CH3:2])=[O:46])=[O:8])[C:14]([OH:15])=[C:13]([CH3:23])[N:12]=3)[CH2:26][CH2:27]2)[CH:36]=[CH:35][C:34]=1[C:37]1[CH:42]=[CH:41][C:40]([CH2:43][O:44][C:49](=[O:50])[C:48]([F:53])([F:52])[F:47])=[CH:39][CH:38]=1. The yield is 0.900.